This data is from Forward reaction prediction with 1.9M reactions from USPTO patents (1976-2016). The task is: Predict the product of the given reaction. (1) Given the reactants [F:1][C:2]([F:41])([F:40])[C:3]1[CH:4]=[C:5]([C@H:13]([O:16][C@H:17]2[CH2:25][CH2:24][C@H:23]3[C@@H:19]([CH2:20][N:21](C(OC(C)(C)C)=O)[CH2:22]3)[C@@H:18]2[C:33]2[CH:38]=[CH:37][CH:36]=[CH:35][C:34]=2[CH3:39])[CH2:14][OH:15])[CH:6]=[C:7]([C:9]([F:12])([F:11])[F:10])[CH:8]=1, predict the reaction product. The product is: [F:11][C:9]([F:10])([F:12])[C:7]1[CH:6]=[C:5]([C@H:13]([O:16][C@H:17]2[CH2:25][CH2:24][C@H:23]3[C@@H:19]([CH2:20][NH:21][CH2:22]3)[C@@H:18]2[C:33]2[CH:38]=[CH:37][CH:36]=[CH:35][C:34]=2[CH3:39])[CH2:14][OH:15])[CH:4]=[C:3]([C:2]([F:41])([F:40])[F:1])[CH:8]=1. (2) Given the reactants C1C=CC2S(=O)(=O)[O:8]C(C3C=C(Br)C(O)=C(Br)C=3)(C3C=C(Br)C(O)=C(Br)C=3)C=2C=1.[CH3:30][CH2:31][NH:32][C:33]1[CH:38]=[CH:37][C:36](/C(/C2C=CC(S([O-])(=O)=O)=CC=2S(O)(=O)=O)=C2\C=CC(C(C)=C\2)=NCC)=[CH:35][C:34]=1[CH3:64].[Na+].B(O)(O)O.C(N(CC(O)=O)CC(O)=O)CN(CC(O)=O)CC(O)=O.C(O)C(N)(CO)CO.CC[N+]1C(C2C=CC=CC=2)=C2C(C=CC(N)=C2)=C2C=1C=C(N)C=C2.[Br-], predict the reaction product. The product is: [NH:32]1[C:33]2[C:34](=[CH:35][CH:36]=[CH:37][CH:38]=2)[CH:64]=[CH:30][C:31]1=[O:8]. (3) Given the reactants B(Br)(Br)Br.C([O:7][C:8]1[CH:13]=[CH:12][CH:11]=[CH:10][C:9]=1[CH:14]=[CH:15][S:16]([NH:19][C:20]1[CH:25]=[CH:24][CH:23]=[CH:22][C:21]=1[S:26]([NH2:29])(=[O:28])=[O:27])(=[O:18])=[O:17])C.CO, predict the reaction product. The product is: [OH:7][C:8]1[CH:13]=[CH:12][CH:11]=[CH:10][C:9]=1[CH:14]=[CH:15][S:16]([NH:19][C:20]1[CH:25]=[CH:24][CH:23]=[CH:22][C:21]=1[S:26]([NH2:29])(=[O:28])=[O:27])(=[O:17])=[O:18].